From a dataset of Forward reaction prediction with 1.9M reactions from USPTO patents (1976-2016). Predict the product of the given reaction. The product is: [CH:19]12[CH2:23][CH:15]3[CH2:14][CH:21]([CH2:22][CH:17]([CH2:16]3)[CH:12]1[N:2]1[CH:3]=[C:4]([C:5]([O:7][CH2:8][CH3:9])=[O:6])[N:10]=[CH:11]1)[CH2:20]2. Given the reactants C[N:2]([CH3:12])[CH:3]=[C:4]([N+:10]#[C-:11])[C:5]([O:7][CH2:8][CH3:9])=[O:6].N[CH:14]1[CH:21]2[CH2:22][CH:17]3C[CH:19]([CH2:23][CH:15]1[CH2:16]3)[CH2:20]2.C(O)CCC, predict the reaction product.